Dataset: Catalyst prediction with 721,799 reactions and 888 catalyst types from USPTO. Task: Predict which catalyst facilitates the given reaction. (1) Reactant: Br[C:2]1[CH:9]=[C:8]([N:10]2[C:18]3[C:13](=[C:14]([C:19]4[CH:20]=[N:21][C:22]5[C:27]([CH:28]=4)=[CH:26][CH:25]=[CH:24][CH:23]=5)[CH:15]=[CH:16][CH:17]=3)[C:12]([C:29]([F:32])([F:31])[F:30])=[N:11]2)[CH:7]=[CH:6][C:3]=1[C:4]#[N:5].[NH2:33][C@H:34]1[CH2:39][CH2:38][C@H:37]([OH:40])[CH2:36][CH2:35]1.C(=O)([O-])[O-].[Cs+].[Cs+].C1(P(C2C=CC=CC=2)C2C3OC4C(=CC=CC=4P(C4C=CC=CC=4)C4C=CC=CC=4)C(C)(C)C=3C=CC=2)C=CC=CC=1. Product: [OH:40][C@H:37]1[CH2:38][CH2:39][C@H:34]([NH:33][C:2]2[CH:9]=[C:8]([N:10]3[C:18]4[C:13](=[C:14]([C:19]5[CH:20]=[N:21][C:22]6[C:27]([CH:28]=5)=[CH:26][CH:25]=[CH:24][CH:23]=6)[CH:15]=[CH:16][CH:17]=4)[C:12]([C:29]([F:32])([F:31])[F:30])=[N:11]3)[CH:7]=[CH:6][C:3]=2[C:4]#[N:5])[CH2:35][CH2:36]1. The catalyst class is: 160. (2) Reactant: [NH2:1][OH:2].Cl.[CH:4]12[CH2:13][CH:8]3[CH2:9][CH:10]([CH2:12][CH:6]([CH2:7]3)[CH:5]1[NH:14][C:15](=[O:28])[C@H:16]1[CH2:20][C:19](=O)[CH2:18][N:17]1[CH2:22][CH:23]1[CH2:27][CH2:26][CH2:25][CH2:24]1)[CH2:11]2.C([O-])([O-])=O.[K+].[K+]. Product: [CH:4]12[CH2:13][CH:8]3[CH2:9][CH:10]([CH2:12][CH:6]([CH2:7]3)[CH:5]1[NH:14][C:15](=[O:28])[C@H:16]1[CH2:20][C:19](=[N:1][OH:2])[CH2:18][N:17]1[CH2:22][CH:23]1[CH2:27][CH2:26][CH2:25][CH2:24]1)[CH2:11]2. The catalyst class is: 72. (3) Reactant: C(N(CC)CC)C.Br[CH2:9][C:10]([O:12][CH3:13])=[O:11].[F:14][C:15]1[CH:16]=[C:17]([S:21]([C:24]2[CH:29]=[CH:28][C:27]([CH:30]3[CH2:34][CH2:33][NH:32][CH2:31]3)=[C:26]([CH3:35])[CH:25]=2)(=[O:23])=[O:22])[CH:18]=[CH:19][CH:20]=1. Product: [CH3:13][O:12][C:10](=[O:11])[CH2:9][N:32]1[CH2:33][CH2:34][CH:30]([C:27]2[CH:28]=[CH:29][C:24]([S:21]([C:17]3[CH:18]=[CH:19][CH:20]=[C:15]([F:14])[CH:16]=3)(=[O:23])=[O:22])=[CH:25][C:26]=2[CH3:35])[CH2:31]1. The catalyst class is: 2. (4) Reactant: [Br:1][C:2]1[CH:3]=[C:4]2[C:10]([NH2:11])=[C:9]([C:12]3[CH:17]=[CH:16][CH:15]=[CH:14][CH:13]=3)[NH:8][C:5]2=[N:6][CH:7]=1.CO[CH:20]1[CH2:24][CH2:23][CH:22](OC)O1. Product: [Br:1][C:2]1[CH:3]=[C:4]2[C:10]([N:11]3[CH:20]=[CH:24][CH:23]=[CH:22]3)=[C:9]([C:12]3[CH:17]=[CH:16][CH:15]=[CH:14][CH:13]=3)[NH:8][C:5]2=[N:6][CH:7]=1. The catalyst class is: 15. (5) Reactant: C[Si]([N-][Si](C)(C)C)(C)C.[Li+].[F:11][C:12]1[CH:17]=[CH:16][C:15]([C@@H:18]2[O:22][C:21](=[O:23])[CH2:20][CH2:19]2)=[CH:14][CH:13]=1.I[CH2:25][CH:26]=[CH:27][CH2:28][O:29][CH2:30][C:31]1[CH:36]=[CH:35][CH:34]=[CH:33][CH:32]=1.[NH4+].[Cl-]. Product: [CH2:30]([O:29][CH2:28][CH:27]=[CH:26][CH2:25][C@H:20]1[CH2:19][C@H:18]([C:15]2[CH:14]=[CH:13][C:12]([F:11])=[CH:17][CH:16]=2)[O:22][C:21]1=[O:23])[C:31]1[CH:36]=[CH:35][CH:34]=[CH:33][CH:32]=1. The catalyst class is: 1. (6) The catalyst class is: 5. Reactant: C(OC([N:8]1[CH2:13][CH2:12][CH:11]([CH2:14][NH:15][C:16]2[NH:20][C:19]3[CH:21]=[CH:22][CH:23]=[CH:24][C:18]=3[N:17]=2)[CH2:10][CH2:9]1)=O)(C)(C)C.O1CCOCC1.Cl.[OH-].[Na+].C(O)CCC. Product: [NH:17]1[C:18]2[CH:24]=[CH:23][CH:22]=[CH:21][C:19]=2[N:20]=[C:16]1[NH:15][CH2:14][CH:11]1[CH2:12][CH2:13][NH:8][CH2:9][CH2:10]1. (7) Reactant: [F:1][C:2]1[CH:3]=[C:4]([S:9](Cl)(=[O:11])=[O:10])[CH:5]=[C:6]([F:8])[CH:7]=1.[NH4+:13].[OH-]. The catalyst class is: 1. Product: [F:1][C:2]1[CH:3]=[C:4]([S:9]([NH2:13])(=[O:11])=[O:10])[CH:5]=[C:6]([F:8])[CH:7]=1. (8) Reactant: C([SiH](CC)CC)C.[CH3:8][O:9][C:10](=[O:41])[C:11]([C:13]1[C:21]2[C:16](=[CH:17][CH:18]=[CH:19][CH:20]=2)[NH:15][C:14]=1[C:22]1[CH:27]=[CH:26][C:25]([Cl:28])=[C:24]([NH:29][S:30]([CH2:33][C:34]2[CH:39]=[CH:38][CH:37]=[C:36]([Cl:40])[CH:35]=2)(=[O:32])=[O:31])[CH:23]=1)=O. Product: [CH3:8][O:9][C:10](=[O:41])[CH2:11][C:13]1[C:21]2[C:16](=[CH:17][CH:18]=[CH:19][CH:20]=2)[NH:15][C:14]=1[C:22]1[CH:27]=[CH:26][C:25]([Cl:28])=[C:24]([NH:29][S:30]([CH2:33][C:34]2[CH:39]=[CH:38][CH:37]=[C:36]([Cl:40])[CH:35]=2)(=[O:32])=[O:31])[CH:23]=1. The catalyst class is: 55.